From a dataset of Full USPTO retrosynthesis dataset with 1.9M reactions from patents (1976-2016). Predict the reactants needed to synthesize the given product. (1) Given the product [Br:11][C:12]1[CH:13]=[C:14]([S:18]([NH:1][C:2]2[CH:6]=[CH:5][S:4][C:3]=2[S:7]([NH2:10])(=[O:9])=[O:8])(=[O:20])=[O:19])[CH:15]=[CH:16][CH:17]=1, predict the reactants needed to synthesize it. The reactants are: [NH2:1][C:2]1[CH:6]=[CH:5][S:4][C:3]=1[S:7]([NH2:10])(=[O:9])=[O:8].[Br:11][C:12]1[CH:13]=[C:14]([S:18](Cl)(=[O:20])=[O:19])[CH:15]=[CH:16][CH:17]=1. (2) Given the product [Cl:1][C:2]1[CH:28]=[CH:27][C:5]2[N:6]([CH2:16][C:17]3[CH:22]=[CH:21][C:20]([O:23][CH3:24])=[CH:19][C:18]=3[O:25][CH3:26])[C:7](=[O:15])[C@@H:8]([CH2:9][C:10]([O:12][CH2:13][CH3:14])=[O:11])[O:30][C@H:29]([C:31]3[CH:36]=[CH:35][CH:34]=[C:33]([Cl:41])[C:32]=3[O:39][CH3:40])[C:4]=2[CH:3]=1, predict the reactants needed to synthesize it. The reactants are: [Cl:1][C:2]1[CH:28]=[CH:27][C:5]([N:6]([CH2:16][C:17]2[CH:22]=[CH:21][C:20]([O:23][CH3:24])=[CH:19][C:18]=2[O:25][CH3:26])[C:7](=[O:15])/[CH:8]=[CH:9]/[C:10]([O:12][CH2:13][CH3:14])=[O:11])=[C:4]([CH:29]([C:31]2[CH:36]=[CH:35][CH:34]=[C:33](OC)[C:32]=2[O:39][CH3:40])[OH:30])[CH:3]=1.[Cl:41]C1C=CC2N(CC3C=CC(OC)=CC=3OC)C(=O)[C@@H](CC(OCC)=O)O[C@H](C3C=CC=C(OC)C=3OC)C=2C=1. (3) Given the product [C:6]([C:10]1[CH:11]=[C:12]([NH:26][C:27]([NH:29][C@@H:30]2[C:39]3[C:34](=[CH:35][CH:36]=[CH:37][CH:38]=3)[C@H:33]([O:40][C:41]3[CH:42]=[CH:43][C:44]4[N:45]([C:47]([N:50]5[CH2:54][CH2:53][CH2:52][C@@H:51]5[CH3:55])=[N:48][N:49]=4)[CH:46]=3)[CH2:32][CH2:31]2)=[O:28])[N:13]([C:15]2[CH:20]=[CH:19][C:18]([Cl:21])=[C:17]([CH:16]=2)[O:22][CH2:23][CH2:24][O:25][S:2]([CH3:1])(=[O:4])=[O:3])[N:14]=1)([CH3:9])([CH3:7])[CH3:8], predict the reactants needed to synthesize it. The reactants are: [CH3:1][S:2](Cl)(=[O:4])=[O:3].[C:6]([C:10]1[CH:11]=[C:12]([NH:26][C:27]([NH:29][C@@H:30]2[C:39]3[C:34](=[CH:35][CH:36]=[CH:37][CH:38]=3)[C@H:33]([O:40][C:41]3[CH:42]=[CH:43][C:44]4[N:45]([C:47]([N:50]5[CH2:54][CH2:53][CH2:52][C@@H:51]5[CH3:55])=[N:48][N:49]=4)[CH:46]=3)[CH2:32][CH2:31]2)=[O:28])[N:13]([C:15]2[CH:20]=[CH:19][C:18]([Cl:21])=[C:17]([O:22][CH2:23][CH2:24][OH:25])[CH:16]=2)[N:14]=1)([CH3:9])([CH3:8])[CH3:7].CCN(C(C)C)C(C)C. (4) Given the product [Cl:1][C:2]1[CH:3]=[C:4]2[C:9](=[C:10]([C:12]3[CH:17]=[CH:16][C:15]([Cl:18])=[C:14]([CH3:19])[CH:13]=3)[CH:11]=1)[O:8][CH:7]([C:20]([F:22])([F:23])[F:21])[C:6]([C:24]([O-:26])=[O:25])=[CH:5]2.[Na+:28], predict the reactants needed to synthesize it. The reactants are: [Cl:1][C:2]1[CH:3]=[C:4]2[C:9](=[C:10]([C:12]3[CH:17]=[CH:16][C:15]([Cl:18])=[C:14]([CH3:19])[CH:13]=3)[CH:11]=1)[O:8][CH:7]([C:20]([F:23])([F:22])[F:21])[C:6]([C:24]([OH:26])=[O:25])=[CH:5]2.[OH-].[Na+:28]. (5) Given the product [CH3:4][C:5]([CH3:36])([CH3:35])[CH2:6][C:7]1[N:8]=[C:9]([C:18]([OH:34])([CH3:1])[CH:19]([F:33])[C:20]2[CH:25]=[CH:24][C:23]([C:26]3[CH:31]=[CH:30][C:29]([F:32])=[CH:28][N:27]=3)=[CH:22][CH:21]=2)[N:10]([S:12]([N:15]([CH3:16])[CH3:17])(=[O:14])=[O:13])[CH:11]=1, predict the reactants needed to synthesize it. The reactants are: [CH3:1][Mg]Br.[CH3:4][C:5]([CH3:36])([CH3:35])[CH2:6][C:7]1[N:8]=[C:9]([C:18](=[O:34])[CH:19]([F:33])[C:20]2[CH:25]=[CH:24][C:23]([C:26]3[CH:31]=[CH:30][C:29]([F:32])=[CH:28][N:27]=3)=[CH:22][CH:21]=2)[N:10]([S:12]([N:15]([CH3:17])[CH3:16])(=[O:14])=[O:13])[CH:11]=1. (6) Given the product [CH3:18][C:19]1[CH:27]=[CH:26][CH:25]=[C:24]2[C:20]=1[C:21](=[CH:29][NH:17][C:14]1[CH:13]=[CH:12][C:11]([O:10][CH2:9][CH2:8][CH2:7][N:1]3[CH2:2][CH2:3][CH2:4][CH2:5][CH2:6]3)=[CH:16][CH:15]=1)[C:22](=[O:28])[NH:23]2, predict the reactants needed to synthesize it. The reactants are: [N:1]1([CH2:7][CH2:8][CH2:9][O:10][C:11]2[CH:16]=[CH:15][C:14]([NH2:17])=[CH:13][CH:12]=2)[CH2:6][CH2:5][CH2:4][CH2:3][CH2:2]1.[CH3:18][C:19]1[CH:27]=[CH:26][CH:25]=[C:24]2[C:20]=1[C:21](=[CH:29]O)[C:22](=[O:28])[NH:23]2. (7) The reactants are: [C:1]1([C:7]2([CH2:17]/[CH:18]=[CH:19]/[C:20]([O:22][CH3:23])=[O:21])[CH2:16][CH2:15][CH2:14][CH2:13][C:8]32[O:12][CH2:11][CH2:10][O:9]3)[CH:6]=[CH:5][CH:4]=[CH:3][CH:2]=1. Given the product [C:1]1([C:7]2([CH2:17][CH2:18][CH2:19][C:20]([O:22][CH3:23])=[O:21])[CH2:16][CH2:15][CH2:14][CH2:13][C:8]32[O:12][CH2:11][CH2:10][O:9]3)[CH:2]=[CH:3][CH:4]=[CH:5][CH:6]=1, predict the reactants needed to synthesize it. (8) Given the product [CH2:1]([C:5]1[C:6](=[N:11][NH:12][C:13]2[CH:14]=[C:20]3[C:21](=[CH:17][CH:18]=2)[N:22]=[CH:23][CH:24]=[CH:25]3)[C:7]([NH2:10])=[N:8][N:9]=1)[CH2:2][CH:3]=[CH2:4], predict the reactants needed to synthesize it. The reactants are: [CH2:1]([C:5]1[C:6](=[N:11][NH:12][C:13]2[CH:14]=NC=[CH:17][CH:18]=2)[C:7]([NH2:10])=[N:8][N:9]=1)[CH2:2][CH:3]=[CH2:4].N[C:20]1[CH:21]=[N:22][CH:23]=[CH:24][CH:25]=1.C(CC(=O)CCC=C)#N.C(Cl)Cl.